This data is from Reaction yield outcomes from USPTO patents with 853,638 reactions. The task is: Predict the reaction yield, written as a fraction of the theoretical maximum amount of product (1.0 means a 100% yield; for example, 0.34 means a 34% yield). The reactants are F[C:2]1[C:3]([CH3:22])=[N:4][C:5]2[C:10]([N:11]=1)=[C:9]([C:12]1[NH:20][C:19]3[CH2:18][CH2:17][NH:16][C:15](=[O:21])[C:14]=3[CH:13]=1)[CH:8]=[CH:7][CH:6]=2.[CH:23]1([NH2:28])[CH2:27][CH2:26][CH2:25][CH2:24]1.CO.C(Cl)Cl. The catalyst is CS(C)=O. The product is [CH:23]1([NH:28][C:2]2[C:3]([CH3:22])=[N:4][C:5]3[C:10]([N:11]=2)=[C:9]([C:12]2[NH:20][C:19]4[CH2:18][CH2:17][NH:16][C:15](=[O:21])[C:14]=4[CH:13]=2)[CH:8]=[CH:7][CH:6]=3)[CH2:27][CH2:26][CH2:25][CH2:24]1. The yield is 0.200.